From a dataset of PAMPA (Parallel Artificial Membrane Permeability Assay) permeability data from NCATS. Regression/Classification. Given a drug SMILES string, predict its absorption, distribution, metabolism, or excretion properties. Task type varies by dataset: regression for continuous measurements (e.g., permeability, clearance, half-life) or binary classification for categorical outcomes (e.g., BBB penetration, CYP inhibition). Dataset: pampa_ncats. (1) The compound is CC1=CC=C(C=C1)S(=O)(=O)NC2=C(C=NC=C2)C(=O)NC3=NC(=CS3)C4=CC=CC=C4. The result is 0 (low-to-moderate permeability). (2) The result is 1 (high permeability). The molecule is CN(C)C1=CC=CC(=C1)C2=NN=C(S2)N3CCC(CC3)C(=O)N.